Predict the product of the given reaction. From a dataset of Forward reaction prediction with 1.9M reactions from USPTO patents (1976-2016). (1) The product is: [CH:1]1([N:4]2[C:8]([CH3:9])=[CH:7][N:6]([CH2:17][C:16]3[CH:19]=[C:20]([F:23])[CH:21]=[CH:22][C:15]=3[C:14]([F:24])([F:13])[F:25])[C:5]2=[O:10])[CH2:3][CH2:2]1. Given the reactants [CH:1]1([N:4]2[C:8]([CH3:9])=[CH:7][NH:6][C:5]2=[O:10])[CH2:3][CH2:2]1.[H-].[Na+].[F:13][C:14]([F:25])([F:24])[C:15]1[CH:22]=[CH:21][C:20]([F:23])=[CH:19][C:16]=1[CH2:17]Br, predict the reaction product. (2) Given the reactants [NH:1]1[CH:5]=[C:4]([C:6]([O:8][CH2:9][CH3:10])=[O:7])[N:3]=[CH:2]1.Cl[CH2:12][O:13][CH3:14], predict the reaction product. The product is: [CH2:9]([O:8][C:6]([C:4]1[N:3]=[CH:2][N:1]([CH2:12][O:13][CH3:14])[CH:5]=1)=[O:7])[CH3:10]. (3) Given the reactants N1C=CC=[CH:3][C:2]=1[S:7][S:8][C:9]1[CH:14]=[CH:13][CH:12]=[CH:11][N:10]=1.SC(C)[CH2:17][OH:18], predict the reaction product. The product is: [N:10]1[CH:11]=[CH:12][CH:13]=[CH:14][C:9]=1[S:8][S:7][CH:2]([CH3:3])[CH2:17][OH:18]. (4) Given the reactants [Br:1][C:2]1[CH:7]=[CH:6][C:5]([CH:8]([CH:19]2[CH2:24][CH2:23][CH2:22][CH2:21][CH2:20]2)[CH2:9][C:10]([C:12]2[CH:13]=[CH:14][C:15](=[O:18])[NH:16][CH:17]=2)=[O:11])=[CH:4][CH:3]=1.IC.[C:27](=O)([O-])[O-].[K+].[K+], predict the reaction product. The product is: [Br:1][C:2]1[CH:3]=[CH:4][C:5]([CH:8]([CH:19]2[CH2:24][CH2:23][CH2:22][CH2:21][CH2:20]2)[CH2:9][C:10]([C:12]2[CH:13]=[CH:14][C:15](=[O:18])[N:16]([CH3:27])[CH:17]=2)=[O:11])=[CH:6][CH:7]=1. (5) Given the reactants Br[C:2]1[C:3]([OH:25])=[C:4]([C:9]([O:12][CH2:13][CH2:14][CH2:15][CH2:16][NH:17][C:18]([O:20][C:21]([CH3:24])([CH3:23])[CH3:22])=[O:19])=[CH:10][CH:11]=1)[C:5]([O:7][CH3:8])=[O:6].C([O-])([O-])=O.[Na+].[Na+].[C:32]1(B(O)O)[CH:37]=[CH:36][CH:35]=[CH:34][CH:33]=1, predict the reaction product. The product is: [C:21]([O:20][C:18]([NH:17][CH2:16][CH2:15][CH2:14][CH2:13][O:12][C:9]1[CH:10]=[CH:11][C:2]([C:32]2[CH:37]=[CH:36][CH:35]=[CH:34][CH:33]=2)=[C:3]([OH:25])[C:4]=1[C:5]([O:7][CH3:8])=[O:6])=[O:19])([CH3:24])([CH3:23])[CH3:22]. (6) Given the reactants [CH:1]([NH:3][CH2:4][C:5]1[NH:9][N:8]=[C:7]([C:10]2[CH:15]=[CH:14][C:13]([F:16])=[CH:12][CH:11]=2)[C:6]=1[C:17]1[CH:22]=[CH:21][N:20]=[CH:19][CH:18]=1)=O.B.Cl, predict the reaction product. The product is: [CH3:1][NH:3][CH2:4][C:5]1[NH:9][N:8]=[C:7]([C:10]2[CH:11]=[CH:12][C:13]([F:16])=[CH:14][CH:15]=2)[C:6]=1[C:17]1[CH:22]=[CH:21][N:20]=[CH:19][CH:18]=1. (7) Given the reactants [CH2:1]([NH:3][C:4](=[O:11])[NH:5][O:6][CH2:7][C:8]([OH:10])=O)[CH3:2].[NH2:12][C@@H:13]([CH2:37][C:38]([NH:40][C:41]([C:54]1[CH:59]=[CH:58][CH:57]=[CH:56][CH:55]=1)([C:48]1[CH:53]=[CH:52][CH:51]=[CH:50][CH:49]=1)[C:42]1[CH:47]=[CH:46][CH:45]=[CH:44][CH:43]=1)=[O:39])[C:14]([N:16]([C@@H:28]([CH3:36])[CH:29]([O:33][CH2:34][CH3:35])[O:30][CH2:31][CH3:32])[CH2:17][C:18]1[C:27]2[C:22](=[CH:23][CH:24]=[CH:25][CH:26]=2)[CH:21]=[CH:20][CH:19]=1)=[O:15], predict the reaction product. The product is: [CH2:31]([O:30][CH:29]([O:33][CH2:34][CH3:35])[C@@H:28]([N:16]([CH2:17][C:18]1[C:27]2[C:22](=[CH:23][CH:24]=[CH:25][CH:26]=2)[CH:21]=[CH:20][CH:19]=1)[C:14](=[O:15])[C@@H:13]([NH:12][C:8](=[O:10])[CH2:7][O:6][NH:5][C:4]([NH:3][CH2:1][CH3:2])=[O:11])[CH2:37][C:38](=[O:39])[NH:40][C:41]([C:42]1[CH:43]=[CH:44][CH:45]=[CH:46][CH:47]=1)([C:48]1[CH:53]=[CH:52][CH:51]=[CH:50][CH:49]=1)[C:54]1[CH:55]=[CH:56][CH:57]=[CH:58][CH:59]=1)[CH3:36])[CH3:32]. (8) Given the reactants [CH:1]1([CH2:4][O:5][C:6]2[N:11]=[C:10]([C:12]([OH:14])=O)[CH:9]=[CH:8][C:7]=2[N:15]2[CH2:18][C:17]([F:20])([F:19])[CH2:16]2)[CH2:3][CH2:2]1.[CH:21]1([NH:24][CH:25]2[CH2:30][CH2:29][N:28]([C:31](=[O:33])[CH3:32])[CH2:27][CH2:26]2)[CH2:23][CH2:22]1, predict the reaction product. The product is: [C:31]([N:28]1[CH2:27][CH2:26][CH:25]([N:24]([CH:21]2[CH2:23][CH2:22]2)[C:12]([C:10]2[CH:9]=[CH:8][C:7]([N:15]3[CH2:18][C:17]([F:20])([F:19])[CH2:16]3)=[C:6]([O:5][CH2:4][CH:1]3[CH2:2][CH2:3]3)[N:11]=2)=[O:14])[CH2:30][CH2:29]1)(=[O:33])[CH3:32].